This data is from TCR-epitope binding with 47,182 pairs between 192 epitopes and 23,139 TCRs. The task is: Binary Classification. Given a T-cell receptor sequence (or CDR3 region) and an epitope sequence, predict whether binding occurs between them. (1) The TCR CDR3 sequence is CSVIGTANTGELFF. The epitope is HTTDPSFLGRY. Result: 0 (the TCR does not bind to the epitope). (2) The epitope is VLAWLYAAV. The TCR CDR3 sequence is CASSSLGQVYEQYF. Result: 1 (the TCR binds to the epitope).